Task: Predict the reactants needed to synthesize the given product.. Dataset: Full USPTO retrosynthesis dataset with 1.9M reactions from patents (1976-2016) Given the product [CH2:1]([C:9]1[N:10]([CH2:22][CH2:23][O:24][CH2:27][C:26]#[CH:25])[C:11]2[C:20]3[CH:19]=[CH:18][CH:17]=[CH:16][C:15]=3[N:14]=[CH:13][C:12]=2[N:21]=1)[CH2:2][CH2:3][CH2:4][CH2:5][CH2:6][CH2:7][CH3:8], predict the reactants needed to synthesize it. The reactants are: [CH2:1]([C:9]1[N:10]([CH2:22][CH2:23][OH:24])[C:11]2[C:20]3[CH:19]=[CH:18][CH:17]=[CH:16][C:15]=3[N:14]=[CH:13][C:12]=2[N:21]=1)[CH2:2][CH2:3][CH2:4][CH2:5][CH2:6][CH2:7][CH3:8].[CH2:25](Br)[C:26]#[CH:27].